Predict the product of the given reaction. From a dataset of Forward reaction prediction with 1.9M reactions from USPTO patents (1976-2016). The product is: [Cl:1][C:2]1[CH:3]=[CH:4][C:5]2[N:9]([S:10]([C:13]3[CH:14]=[CH:15][C:16]([O:19][CH3:20])=[CH:17][CH:18]=3)(=[O:12])=[O:11])[C:8](=[O:21])[N:7]([CH:22]([C:44]3[CH:45]=[CH:46][CH:47]=[CH:48][CH:49]=3)[C:23](=[O:24])[N:25]3[CH2:26][CH2:27][N:28]([CH:31]4[CH2:32][CH2:33][NH:34][CH2:35][CH2:36]4)[CH2:29][CH2:30]3)[C:6]=2[CH:50]=1. Given the reactants [Cl:1][C:2]1[CH:3]=[CH:4][C:5]2[N:9]([S:10]([C:13]3[CH:18]=[CH:17][C:16]([O:19][CH3:20])=[CH:15][CH:14]=3)(=[O:12])=[O:11])[C:8](=[O:21])[N:7]([CH:22]([C:44]3[CH:49]=[CH:48][CH:47]=[CH:46][CH:45]=3)[C:23]([N:25]3[CH2:30][CH2:29][N:28]([CH:31]4[CH2:36][CH2:35][N:34](C(OC(C)(C)C)=O)[CH2:33][CH2:32]4)[CH2:27][CH2:26]3)=[O:24])[C:6]=2[CH:50]=1.FC(F)(F)C(O)=O, predict the reaction product.